This data is from Forward reaction prediction with 1.9M reactions from USPTO patents (1976-2016). The task is: Predict the product of the given reaction. (1) Given the reactants SC1C=CC=C[N+]=1[O-].[C:9]([O:12][C:13]1[CH:14]=[C:15]([CH:19]=[C:20]([O:22][C:23](=[O:25])[CH3:24])[CH:21]=1)C(Cl)=O)(=[O:11])[CH3:10].N(C(C)(C)C#N)=NC(C)(C)C#N.[Br:38]C(Cl)(Cl)Cl, predict the reaction product. The product is: [C:9]([O:12][C:13]1[CH:14]=[C:15]([Br:38])[CH:19]=[C:20]([O:22][C:23](=[O:25])[CH3:24])[CH:21]=1)(=[O:11])[CH3:10]. (2) Given the reactants [Br:1][C:2]1[CH:3]=[C:4]([NH:8][CH:9]=[C:10]2[C:15](=[O:16])OC(C)(C)OC2=O)[CH:5]=[CH:6][CH:7]=1, predict the reaction product. The product is: [Br:1][C:2]1[CH:3]=[C:4]2[C:5]([C:15]([OH:16])=[CH:10][CH:9]=[N:8]2)=[CH:6][CH:7]=1.[Br:1][C:2]1[CH:7]=[CH:6][CH:5]=[C:4]2[C:3]=1[C:15]([OH:16])=[CH:10][CH:9]=[N:8]2. (3) Given the reactants O=[C:2]([C:23]1[CH:28]=[CH:27][N:26]=[CH:25][CH:24]=1)[C:3]#[C:4][C:5]1([O:18][Si](C)(C)C)[CH2:10][CH2:9][N:8]([C:11]([O:13][C:14]([CH3:17])([CH3:16])[CH3:15])=[O:12])[CH2:7][CH2:6]1.C(NCC)C.C[OH:35], predict the reaction product. The product is: [O:35]=[C:4]1[C:5]2([CH2:10][CH2:9][N:8]([C:11]([O:13][C:14]([CH3:15])([CH3:16])[CH3:17])=[O:12])[CH2:7][CH2:6]2)[O:18][C:2]([C:23]2[CH:28]=[CH:27][N:26]=[CH:25][CH:24]=2)=[CH:3]1. (4) The product is: [SH:1][CH:2]([CH2:33][CH:34]([CH3:35])[CH3:36])[C:3]([NH:5][C:6]1([C:11]([NH:13][CH:14]([CH2:18][C:19]2([C:41]3[C:40]4[C:39](=[CH:3][CH:2]=[CH:33][CH:34]=4)[CH:44]=[CH:43][CH:42]=3)[CH:24]=[CH:23][C:22]([C:25]3[CH:26]=[CH:27][CH:28]=[CH:29][CH:30]=3)=[CH:21][CH2:20]2)[C:15]([OH:17])=[O:16])=[O:12])[CH2:10][CH2:9][CH2:8][CH2:7]1)=[O:4]. Given the reactants [SH:1][CH:2]([CH2:33][CH:34]([CH3:36])[CH3:35])[C:3]([NH:5][C:6]1([C:11]([NH:13][CH:14]([CH2:18][C:19]2[CH:24]=[CH:23][C:22]([C:25]3[CH:30]=[CH:29][C:28](SC)=[CH:27][CH:26]=3)=[CH:21][CH:20]=2)[C:15]([OH:17])=[O:16])=[O:12])[CH2:10][CH2:9][CH2:8][CH2:7]1)=[O:4].CS[C:39]1[CH:44]=[CH:43][C:42](B(O)O)=[CH:41][CH:40]=1, predict the reaction product.